Dataset: Peptide-MHC class II binding affinity with 134,281 pairs from IEDB. Task: Regression. Given a peptide amino acid sequence and an MHC pseudo amino acid sequence, predict their binding affinity value. This is MHC class II binding data. The peptide sequence is AQKVAATAANAAPAN. The MHC is DRB1_0901 with pseudo-sequence DRB1_0901. The binding affinity (normalized) is 0.249.